Task: Binary Classification. Given a drug SMILES string, predict its activity (active/inactive) in a high-throughput screening assay against a specified biological target.. Dataset: M1 muscarinic receptor agonist screen with 61,833 compounds (1) The compound is S(=O)(=O)(N1CC(CCC1)C(=O)NCCC=1CCCCC1)c1[nH]cnc1. The result is 0 (inactive). (2) The molecule is O=C1N(C(=O)N(C(=O)C1(CCc1ccncc1)Cc1cc2OCOc2cc1)C)C. The result is 0 (inactive). (3) The drug is O=C(Nc1ncc(NC(=O)CCc2ccccc2)cc1)C1CC1. The result is 0 (inactive). (4) The compound is Clc1c(C2NC(=O)NC(=C2C(OCCOC)=O)C)c(F)ccc1. The result is 0 (inactive). (5) The compound is o1nc(cc1c1ccccc1)C(=O)NCc1occc1. The result is 0 (inactive). (6) The drug is O=c1n2c(nc3n(C(C)C)c(=N)c(cc13)C(=O)NCc1cccnc1)c(ccc2)C. The result is 0 (inactive). (7) The compound is s1c(nnc1NC(=O)c1c(OC)cccc1OC)CC. The result is 0 (inactive). (8) The compound is O=C(N1CCCCC1)c1noc(c1)c1cc(O)ccc1. The result is 0 (inactive).